This data is from Full USPTO retrosynthesis dataset with 1.9M reactions from patents (1976-2016). The task is: Predict the reactants needed to synthesize the given product. Given the product [Cl:22][C:9]1[C:10]2[C:5](=[CH:4][C:3]([O:2][CH3:1])=[CH:12][CH:11]=2)[C:6]([N:14]2[CH2:19][CH2:18][O:17][CH2:16][CH2:15]2)=[CH:7][N:8]=1, predict the reactants needed to synthesize it. The reactants are: [CH3:1][O:2][C:3]1[CH:4]=[C:5]2[C:10](=[CH:11][CH:12]=1)[C:9](O)=[N:8][CH:7]=[C:6]2[N:14]1[CH2:19][CH2:18][O:17][CH2:16][CH2:15]1.O=P(Cl)(Cl)[Cl:22].